This data is from Full USPTO retrosynthesis dataset with 1.9M reactions from patents (1976-2016). The task is: Predict the reactants needed to synthesize the given product. Given the product [NH2:16][CH2:15][C:14]1[CH:27]=[CH:28][CH:29]=[CH:30][C:13]=1[CH2:12][O:11][C:10]1[CH:9]=[C:8]([CH3:31])[N:7]([CH2:32][C:33]2[CH:38]=[CH:37][C:36]([O:39][CH3:40])=[CH:35][CH:34]=2)[C:6](=[O:41])[C:5]=1[Cl:4], predict the reactants needed to synthesize it. The reactants are: O.NN.[Cl:4][C:5]1[C:6](=[O:41])[N:7]([CH2:32][C:33]2[CH:38]=[CH:37][C:36]([O:39][CH3:40])=[CH:35][CH:34]=2)[C:8]([CH3:31])=[CH:9][C:10]=1[O:11][CH2:12][C:13]1[CH:30]=[CH:29][CH:28]=[CH:27][C:14]=1[CH2:15][N:16]1C(=O)C2C(=CC=CC=2)C1=O.